From a dataset of Reaction yield outcomes from USPTO patents with 853,638 reactions. Predict the reaction yield, written as a fraction of the theoretical maximum amount of product (1.0 means a 100% yield; for example, 0.34 means a 34% yield). (1) The reactants are Cl[C:2]1[N:7]=[C:6]([N:8]2[C:17]3[C:12](=[CH:13][C:14]([OH:18])=[CH:15][CH:16]=3)[CH2:11][CH2:10][CH2:9]2)[CH:5]=[CH:4][N:3]=1.[NH2:19][C:20]1[CH:25]=[CH:24][C:23]([S:26]([NH:29][CH2:30][CH:31]2[CH2:33][CH2:32]2)(=[O:28])=[O:27])=[CH:22][CH:21]=1.C1(C)C=CC(S(O)(=O)=O)=CC=1. The catalyst is CN(C=O)C. The product is [CH:31]1([CH2:30][NH:29][S:26]([C:23]2[CH:22]=[CH:21][C:20]([NH:19][C:2]3[N:7]=[C:6]([N:8]4[C:17]5[C:12](=[CH:13][C:14]([OH:18])=[CH:15][CH:16]=5)[CH2:11][CH2:10][CH2:9]4)[CH:5]=[CH:4][N:3]=3)=[CH:25][CH:24]=2)(=[O:28])=[O:27])[CH2:32][CH2:33]1. The yield is 0.560. (2) The reactants are Br[C:2]1[CH:3]=[C:4]2[C:8]3=[C:9]([CH2:11][CH2:12][N:7]3[C@H:6]3[CH2:13][CH2:14][N:15]([C:17]([O:19][C:20]([CH3:23])([CH3:22])[CH3:21])=[O:18])[CH2:16][C@@H:5]23)[CH:10]=1.[CH:24]([C:26]1[CH:31]=[C:30]([O:32][CH3:33])[CH:29]=[CH:28][C:27]=1B(O)O)=[O:25].O.O.O.O.O.O.O.O.[OH-].[Ba+2].[OH-]. The catalyst is COCCOC.O.C1C=CC([P]([Pd]([P](C2C=CC=CC=2)(C2C=CC=CC=2)C2C=CC=CC=2)([P](C2C=CC=CC=2)(C2C=CC=CC=2)C2C=CC=CC=2)[P](C2C=CC=CC=2)(C2C=CC=CC=2)C2C=CC=CC=2)(C2C=CC=CC=2)C2C=CC=CC=2)=CC=1. The product is [CH:24]([C:26]1[CH:31]=[C:30]([O:32][CH3:33])[CH:29]=[CH:28][C:27]=1[C:2]1[CH:3]=[C:4]2[C:8]3=[C:9]([CH2:11][CH2:12][N:7]3[C@H:6]3[CH2:13][CH2:14][N:15]([C:17]([O:19][C:20]([CH3:21])([CH3:22])[CH3:23])=[O:18])[CH2:16][C@@H:5]23)[CH:10]=1)=[O:25]. The yield is 0.410. (3) The reactants are [Cl:1][C:2]1[CH:7]=[CH:6][C:5]([C:8]2([CH2:13]OS(C)(=O)=O)[CH2:12][CH2:11][CH2:10][CH2:9]2)=[CH:4][CH:3]=1.[C-:19]#[N:20].[Na+].O. The catalyst is CS(C)=O. The product is [Cl:1][C:2]1[CH:7]=[CH:6][C:5]([C:8]2([CH2:13][C:19]#[N:20])[CH2:12][CH2:11][CH2:10][CH2:9]2)=[CH:4][CH:3]=1. The yield is 0.770. (4) The reactants are [I:1][C:2]1[N:7]([CH2:8][CH2:9][O:10][CH3:11])[C:6](=[S:12])[NH:5][C:4](=[O:13])[CH:3]=1.[CH:14](N(C(C)C)CC)(C)C.IC. The catalyst is CC#N. The product is [I:1][C:2]1[N:7]([CH2:8][CH2:9][O:10][CH3:11])[C:6]([S:12][CH3:14])=[N:5][C:4](=[O:13])[CH:3]=1. The yield is 0.430. (5) The reactants are [Cl:1][C:2]1[CH:7]=[CH:6][C:5]([C:8]2[NH:12][C:11]3[CH:13]=[CH:14][CH:15]=[C:16]([C:17]([OH:19])=[O:18])[C:10]=3[N:9]=2)=[C:4]([C:20]([F:23])([F:22])[F:21])[CH:3]=1.CO.[C:26](Cl)(=O)C(Cl)=O. The catalyst is C(Cl)Cl. The product is [Cl:1][C:2]1[CH:7]=[CH:6][C:5]([C:8]2[NH:12][C:11]3[CH:13]=[CH:14][CH:15]=[C:16]([C:17]([O:19][CH3:26])=[O:18])[C:10]=3[N:9]=2)=[C:4]([C:20]([F:22])([F:23])[F:21])[CH:3]=1. The yield is 0.750. (6) The reactants are [CH3:1][O:2][C:3]1[CH:8]=[C:7]([CH:9]=[CH2:10])[C:6]([F:11])=[CH:5][C:4]=1[N+:12]([O-:14])=[O:13].[NH:15]1[CH2:20][CH2:19][CH2:18][CH2:17][CH2:16]1. The catalyst is CC(O)C. The product is [F:11][C:6]1[CH:5]=[C:4]([N+:12]([O-:14])=[O:13])[C:3]([O:2][CH3:1])=[CH:8][C:7]=1[CH2:9][CH2:10][N:15]1[CH2:20][CH2:19][CH2:18][CH2:17][CH2:16]1. The yield is 0.570. (7) The reactants are [C:1]1([C@@H:7]2[CH2:9][C@H:8]2[NH2:10])[CH:6]=[CH:5][CH:4]=[CH:3][CH:2]=1.[Cl:11][CH2:12][CH:13]=O.[BH3-]C#N.[Na+]. No catalyst specified. The product is [Cl:11][CH2:12][CH2:13][NH:10][C@@H:8]1[CH2:9][C@H:7]1[C:1]1[CH:6]=[CH:5][CH:4]=[CH:3][CH:2]=1. The yield is 0.720. (8) The reactants are [Cl:1][C:2]1[CH:7]=[CH:6][C:5]([NH:8][C:9](SC)=[C:10]([S:13]([CH3:16])(=[O:15])=[O:14])[C:11]#[N:12])=[CH:4][CH:3]=1.[CH3:19][CH:20]([NH2:25])[C:21]([CH3:24])([CH3:23])[CH3:22]. No catalyst specified. The product is [Cl:1][C:2]1[CH:7]=[CH:6][C:5]([NH:8][C:9]([NH:25][CH:20]([CH3:19])[C:21]([CH3:24])([CH3:23])[CH3:22])=[C:10]([S:13]([CH3:16])(=[O:15])=[O:14])[C:11]#[N:12])=[CH:4][CH:3]=1. The yield is 0.850. (9) The reactants are [NH2:1][C:2]1[CH:3]=[C:4]2[C:8](=[CH:9][CH:10]=1)[N:7]([CH:11]([CH3:13])[CH3:12])[C:6](=[O:14])[C:5]2([CH2:17][CH3:18])[CH2:15][CH3:16].[C:19](OC(=O)C)(=[O:21])[CH3:20]. The yield is 0.910. No catalyst specified. The product is [CH2:15]([C:5]1([CH2:17][CH3:18])[C:4]2[C:8](=[CH:9][CH:10]=[C:2]([NH:1][C:19](=[O:21])[CH3:20])[CH:3]=2)[N:7]([CH:11]([CH3:12])[CH3:13])[C:6]1=[O:14])[CH3:16]. (10) The reactants are [CH2:1]([O:3][C:4](=[O:16])[CH:5]=[CH:6][C:7]1[CH:12]=[C:11]([F:13])[CH:10]=[CH:9][C:8]=1[O:14][CH3:15])[CH3:2]. The catalyst is C(O)C.[Pd]. The product is [CH2:1]([O:3][C:4](=[O:16])[CH2:5][CH2:6][C:7]1[CH:12]=[C:11]([F:13])[CH:10]=[CH:9][C:8]=1[O:14][CH3:15])[CH3:2]. The yield is 0.950.